This data is from Forward reaction prediction with 1.9M reactions from USPTO patents (1976-2016). The task is: Predict the product of the given reaction. (1) Given the reactants N[CH:2]1[CH:9]2[N:5]([CH2:6][CH:7]([O:17][C@@H:18]([C:20]3[CH:25]=[C:24]([C:26]([F:29])([F:28])[F:27])[CH:23]=[C:22]([C:30]([F:33])([F:32])[F:31])[CH:21]=3)[CH3:19])[CH:8]2[C:10]2[CH:15]=[CH:14][CH:13]=[CH:12][C:11]=2[CH3:16])[C:4](=[O:34])[CH2:3]1.CC[N:37](CC)CC.Cl[C:43]1[N:48]=[CH:47][CH:46]=[CH:45][N:44]=1, predict the reaction product. The product is: [F:31][C:30]([F:33])([F:32])[C:22]1[CH:21]=[C:20]([C@H:18]([O:17][C@@H:7]2[C@@H:8]([C:10]3[CH:15]=[CH:14][CH:13]=[CH:12][C:11]=3[CH3:16])[C@H:9]3[N:5]([C:4](=[O:34])[CH:3]([NH:37][C:43]4[N:48]=[CH:47][CH:46]=[CH:45][N:44]=4)[CH2:2]3)[CH2:6]2)[CH3:19])[CH:25]=[C:24]([C:26]([F:27])([F:28])[F:29])[CH:23]=1. (2) Given the reactants [F:1][C:2]([F:25])([F:24])[C:3]1[CH:4]=[C:5]([S:9]([N:12]2[CH2:17][CH2:16][C:15](=[N:18][O:19][CH2:20][C:21]([OH:23])=O)[CH2:14][CH2:13]2)(=[O:11])=[O:10])[CH:6]=[CH:7][CH:8]=1.F[P-](F)(F)(F)(F)F.N1(OC(N(C)C)=[N+](C)C)C2C=CC=CC=2N=N1.[S:50]1[CH:54]=[CH:53][N:52]=[C:51]1[NH2:55], predict the reaction product. The product is: [S:50]1[CH:54]=[CH:53][N:52]=[C:51]1[NH:55][C:21](=[O:23])[CH2:20][O:19][N:18]=[C:15]1[CH2:14][CH2:13][N:12]([S:9]([C:5]2[CH:6]=[CH:7][CH:8]=[C:3]([C:2]([F:1])([F:25])[F:24])[CH:4]=2)(=[O:11])=[O:10])[CH2:17][CH2:16]1.